From a dataset of Forward reaction prediction with 1.9M reactions from USPTO patents (1976-2016). Predict the product of the given reaction. The product is: [C:12]([O:11][C:9](=[O:10])[NH:2][C:3]1[S:4][C:5]([Br:8])=[CH:6][N:7]=1)([CH3:15])([CH3:14])[CH3:13]. Given the reactants Br.[NH2:2][C:3]1[S:4][C:5]([Br:8])=[CH:6][N:7]=1.[C:9](O[C:9]([O:11][C:12]([CH3:15])([CH3:14])[CH3:13])=[O:10])([O:11][C:12]([CH3:15])([CH3:14])[CH3:13])=[O:10], predict the reaction product.